From a dataset of Catalyst prediction with 721,799 reactions and 888 catalyst types from USPTO. Predict which catalyst facilitates the given reaction. (1) Reactant: [Cl:1][C:2]1[CH:8]=[CH:7][C:5]([NH2:6])=[C:4]([N+:9]([O-:11])=[O:10])[CH:3]=1.[S:12]1(=[O:18])(=[O:17])[CH2:16][CH:15]=[CH:14][CH2:13]1.C(=O)([O-])[O-].[Cs+].[Cs+].O. Product: [Cl:1][C:2]1[CH:8]=[CH:7][C:5]([NH:6][CH:14]2[CH2:15][CH2:16][S:12](=[O:18])(=[O:17])[CH2:13]2)=[C:4]([N+:9]([O-:11])=[O:10])[CH:3]=1. The catalyst class is: 9. (2) Reactant: [N:1]1[CH:6]=[CH:5][C:4]([C:7](=[O:9])[CH3:8])=[CH:3][CH:2]=1.[BH4-].[Na+].CC(C)=O.C(C(C(C([O-])=O)O)O)([O-])=O. Product: [N:1]1[CH:6]=[CH:5][C:4]([CH:7]([OH:9])[CH3:8])=[CH:3][CH:2]=1. The catalyst class is: 5. (3) Reactant: [F:1][C@H:2]1[C@@H:7]([O:8][C:9]2[N:14]=[CH:13][N:12]=[C:11]([N:15]3[C:23]4[C:18](=[N:19][C:20]([C:24]([O:26]C)=[O:25])=[CH:21][CH:22]=4)[CH2:17][CH2:16]3)[CH:10]=2)[CH2:6][CH2:5][N:4]([C:28]([O:30][C:31]2([CH3:34])[CH2:33][CH2:32]2)=[O:29])[CH2:3]1.O1CCCC1.O.[OH-].[Li+].Cl. Product: [F:1][C@H:2]1[C@@H:7]([O:8][C:9]2[N:14]=[CH:13][N:12]=[C:11]([N:15]3[C:23]4[C:18](=[N:19][C:20]([C:24]([OH:26])=[O:25])=[CH:21][CH:22]=4)[CH2:17][CH2:16]3)[CH:10]=2)[CH2:6][CH2:5][N:4]([C:28]([O:30][C:31]2([CH3:34])[CH2:33][CH2:32]2)=[O:29])[CH2:3]1. The catalyst class is: 6. (4) Reactant: [CH3:1][O:2][C:3]1[CH:13]=[CH:12][C:6]([O:7][CH2:8][CH2:9]C#N)=[CH:5][CH:4]=1.Cl.O.[C:16](=[O:19])([O-])[O-:17].[Na+].[Na+]. Product: [CH3:1][O:2][C:3]1[CH:13]=[CH:12][C:6]([O:7][CH2:8][CH2:9][C:16]([OH:17])=[O:19])=[CH:5][CH:4]=1. The catalyst class is: 4. (5) Reactant: ClC1N=C(C)N([CH2:8][C:9]2[S:24][C:12]3[N:13]([CH2:20][CH:21]([CH3:23])[CH3:22])[C:14](=[O:19])[N:15]([CH3:18])[C:16](=[O:17])[C:11]=3[C:10]=2[C:25]([N:27]2[CH2:31][C@H:30]([OH:32])[CH2:29][O:28]2)=[O:26])C=1Cl.[N:34]1[CH:35]=[CH:36][N:37]2[CH:42]=[CH:41][CH:40]=[CH:39][C:38]=12.C(=O)([O-])[O-].[K+].[K+]. Product: [OH:32][C@@H:30]1[CH2:29][O:28][N:27]([C:25]([C:10]2[C:11]3[C:16](=[O:17])[N:15]([CH3:18])[C:14](=[O:19])[N:13]([CH2:20][CH:21]([CH3:22])[CH3:23])[C:12]=3[S:24][C:9]=2[CH2:8][C:36]2[N:37]3[CH:42]=[CH:41][CH:40]=[CH:39][C:38]3=[N:34][CH:35]=2)=[O:26])[CH2:31]1. The catalyst class is: 1. (6) Reactant: [F:1][C:2]([F:15])([F:14])[C:3]1[NH:4][C:5]2[C:10]([CH:11]=1)=[CH:9][C:8]([C:12]#[N:13])=[CH:7][CH:6]=2.[H-].[Na+].[CH2:18](Br)[C:19]1[CH:24]=[CH:23][CH:22]=[CH:21][CH:20]=1. Product: [CH2:18]([N:4]1[C:5]2[C:10](=[CH:9][C:8]([C:12]#[N:13])=[CH:7][CH:6]=2)[CH:11]=[C:3]1[C:2]([F:1])([F:14])[F:15])[C:19]1[CH:24]=[CH:23][CH:22]=[CH:21][CH:20]=1. The catalyst class is: 3. (7) Reactant: [CH3:1][C:2]1[CH:7]=[C:6]([Cl:8])[CH:5]=[C:4]([N:9]2[CH2:14][CH2:13][O:12][CH2:11][CH2:10]2)[N:3]=1.C([Li])CCC.[O:20]1[CH2:22][CH2:21]1. Product: [Cl:8][C:6]1[CH:5]=[C:4]([N:9]2[CH2:14][CH2:13][O:12][CH2:11][CH2:10]2)[N:3]=[C:2]([CH2:1][CH2:22][CH2:21][OH:20])[CH:7]=1. The catalyst class is: 7. (8) Reactant: [H-].[Na+].[C:3]([O:7][C:8]([NH:10][C@@H:11]1[CH2:16][CH2:15][CH2:14][N:13](/[C:17](=[N:30]\[C:31]#[N:32])/[N:18]([CH2:25][CH:26]=[C:27]([CH3:29])[CH3:28])[CH2:19][C:20]([O:22][CH2:23][CH3:24])=[O:21])[CH2:12]1)=[O:9])([CH3:6])([CH3:5])[CH3:4].O.[Cl-].[NH4+]. Product: [NH2:32][C:31]1[N:30]=[C:17]([N:13]2[CH2:14][CH2:15][CH2:16][C@@H:11]([NH:10][C:8]([O:7][C:3]([CH3:4])([CH3:5])[CH3:6])=[O:9])[CH2:12]2)[N:18]([CH2:25][CH:26]=[C:27]([CH3:29])[CH3:28])[C:19]=1[C:20]([O:22][CH2:23][CH3:24])=[O:21]. The catalyst class is: 7. (9) Reactant: [Br:1][C:2]1[CH:7]=[CH:6][C:5]([Cl:8])=[CH:4][C:3]=1[CH2:9][CH2:10][S:11]([OH:14])(=O)=[O:12].S(Cl)([Cl:17])=O.CN(C)C=O. Product: [Br:1][C:2]1[CH:7]=[CH:6][C:5]([Cl:8])=[CH:4][C:3]=1[CH2:9][CH2:10][S:11]([Cl:17])(=[O:14])=[O:12]. The catalyst class is: 11. (10) Reactant: Cl.[CH2:2]([C:4]1[CH:5]=[C:6]([NH:16][C:17]([NH:19][CH2:20][C@H:21]2[CH2:26][CH2:25][CH2:24][NH:23][CH2:22]2)=[O:18])[CH:7]=[C:8]([C:10]2[N:14]([CH3:15])[N:13]=[N:12][N:11]=2)[CH:9]=1)[CH3:3].Cl[CH2:28][C:29]([C:31]1[CH:36]=[CH:35][C:34]([F:37])=[CH:33][CH:32]=1)=[O:30]. Product: [CH2:2]([C:4]1[CH:5]=[C:6]([NH:16][C:17]([NH:19][CH2:20][C@@H:21]2[CH2:26][CH2:25][CH2:24][N:23]([CH2:28][C:29]([C:31]3[CH:36]=[CH:35][C:34]([F:37])=[CH:33][CH:32]=3)=[O:30])[CH2:22]2)=[O:18])[CH:7]=[C:8]([C:10]2[N:14]([CH3:15])[N:13]=[N:12][N:11]=2)[CH:9]=1)[CH3:3]. The catalyst class is: 66.